From a dataset of Peptide-MHC class I binding affinity with 185,985 pairs from IEDB/IMGT. Regression. Given a peptide amino acid sequence and an MHC pseudo amino acid sequence, predict their binding affinity value. This is MHC class I binding data. (1) The peptide sequence is HEVHAVWPG. The MHC is HLA-B08:03 with pseudo-sequence HLA-B08:03. The binding affinity (normalized) is 0.0847. (2) The peptide sequence is LWPVTLACF. The MHC is HLA-A24:02 with pseudo-sequence HLA-A24:02. The binding affinity (normalized) is 0.622. (3) The peptide sequence is GLFVYLIRY. The MHC is HLA-B35:01 with pseudo-sequence HLA-B35:01. The binding affinity (normalized) is 0.161.